From a dataset of Full USPTO retrosynthesis dataset with 1.9M reactions from patents (1976-2016). Predict the reactants needed to synthesize the given product. (1) Given the product [NH2:29][CH2:28][CH2:27][C:23]1[CH:22]=[C:21]([N:7]2[C:8]([NH:10][C:11]([NH:13][C:14]3[CH:15]=[CH:16][C:17]([Cl:20])=[CH:18][CH:19]=3)=[O:12])=[CH:9][C:5]([C:1]([CH3:4])([CH3:3])[CH3:2])=[N:6]2)[CH:26]=[CH:25][CH:24]=1, predict the reactants needed to synthesize it. The reactants are: [C:1]([C:5]1[CH:9]=[C:8]([NH:10][C:11]([NH:13][C:14]2[CH:19]=[CH:18][C:17]([Cl:20])=[CH:16][CH:15]=2)=[O:12])[N:7]([C:21]2[CH:26]=[CH:25][CH:24]=[C:23]([CH2:27][CH2:28][NH:29]C(=O)C(F)(F)F)[CH:22]=2)[N:6]=1)([CH3:4])([CH3:3])[CH3:2].C(=O)([O-])[O-].[K+].[K+]. (2) Given the product [NH2:9][C:8]1[O:20][C:19]([C:18]2[C:17]([C:12]3[CH:13]=[CH:14][CH:15]=[CH:16][C:11]=3[F:10])=[CH:26][N:25]=[CH:24][C:23]=2[NH:27][C:28]2[CH:33]=[CH:32][C:31]([I:34])=[CH:30][C:29]=2[F:35])=[N:21][N:22]=1, predict the reactants needed to synthesize it. The reactants are: C1(O[C:8]#[N:9])C=CC=CC=1.[F:10][C:11]1[CH:16]=[CH:15][CH:14]=[CH:13][C:12]=1[C:17]1[CH:26]=[N:25][CH:24]=[C:23]([NH:27][C:28]2[CH:33]=[CH:32][C:31]([I:34])=[CH:30][C:29]=2[F:35])[C:18]=1[C:19]([NH:21][NH2:22])=[O:20]. (3) Given the product [C:19]([C:18]1[N:17]2[CH:12]=[CH:6][N:1]=[CH:5][C:4]2=[N:3][CH:23]=1)#[CH:20], predict the reactants needed to synthesize it. The reactants are: [N:1]1([C:6]2C=C(C=C(C(F)(F)F)[CH:12]=2)N)[CH:5]=[CH:4][N:3]=C1.[NH2:17][C:18]1[CH:19]=[C:20](C(F)(F)F)C=C(Br)[CH:23]=1.OC1C=CC=C2C=1N=CC=C2.N1C=CN=C1.C(=O)([O-])[O-].[K+].[K+].[OH-].[NH4+]. (4) Given the product [CH2:12]([N:14]([CH2:8][C:7]1[CH:10]=[CH:11][C:4]([N+:1]([O-:3])=[O:2])=[CH:5][CH:6]=1)[CH2:15][CH3:16])[CH3:13], predict the reactants needed to synthesize it. The reactants are: [N+:1]([C:4]1[CH:11]=[CH:10][C:7]([CH:8]=O)=[CH:6][CH:5]=1)([O-:3])=[O:2].[CH2:12]([NH:14][CH2:15][CH3:16])[CH3:13].C(O[BH-](OC(=O)C)OC(=O)C)(=O)C.[Na+].C(=O)(O)[O-].[Na+]. (5) Given the product [CH3:26][C:27]1[CH:32]=[CH:31][N:30]=[CH:29][C:28]=1[C:21]1[CH:22]=[C:17]([NH:16][C:15]([N:7]2[C:8]3[C:4](=[CH:3][C:2]([O:24][CH3:25])=[C:10]([C:11]([F:14])([F:13])[F:12])[CH:9]=3)[CH2:5][CH2:6]2)=[O:23])[CH:18]=[N:19][CH:20]=1, predict the reactants needed to synthesize it. The reactants are: Br[C:2]1([O:24][CH3:25])[C:10]([C:11]([F:14])([F:13])[F:12])=[CH:9][C:8]2[N:7]([C:15](=[O:23])[NH:16][C:17]3[CH:18]=[N:19][CH:20]=[CH:21][CH:22]=3)[CH2:6][CH2:5][C:4]=2[CH2:3]1.[CH3:26][C:27]1[CH:32]=[CH:31][N:30]=[CH:29][C:28]=1B(O)O.O.C(=O)([O-])[O-].[Na+].[Na+]. (6) The reactants are: [F:1][C:2]1[C:31]([N:32]2[CH2:38][CH2:37][CH2:36][O:35][CH2:34][CH2:33]2)=[CH:30][C:5]2[NH:6][C:7]([C:9]3[C:13]([NH:14][C:15](=[O:23])[N:16]([CH:20]([CH3:22])[CH3:21])[CH:17]([CH3:19])[CH3:18])=[CH:12][N:11](C4CCCCO4)[N:10]=3)=[N:8][C:4]=2[CH:3]=1.Cl. Given the product [F:1][C:2]1[C:31]([N:32]2[CH2:38][CH2:37][CH2:36][O:35][CH2:34][CH2:33]2)=[CH:30][C:5]2[NH:6][C:7]([C:9]3[C:13]([NH:14][C:15](=[O:23])[N:16]([CH:17]([CH3:18])[CH3:19])[CH:20]([CH3:22])[CH3:21])=[CH:12][NH:11][N:10]=3)=[N:8][C:4]=2[CH:3]=1, predict the reactants needed to synthesize it. (7) The reactants are: [F:1][C:2]([F:23])([F:22])[C:3]1[CH:4]=[C:5]([CH:8]=[CH:9][C:10]=1[O:11][C:12]1[CH:17]=[CH:16][CH:15]=[C:14]([C:18]([F:21])([F:20])[F:19])[CH:13]=1)[CH:6]=[O:7].[BH4-].[Na+]. Given the product [F:1][C:2]([F:22])([F:23])[C:3]1[CH:4]=[C:5]([CH2:6][OH:7])[CH:8]=[CH:9][C:10]=1[O:11][C:12]1[CH:17]=[CH:16][CH:15]=[C:14]([C:18]([F:19])([F:20])[F:21])[CH:13]=1, predict the reactants needed to synthesize it. (8) Given the product [CH:11]([N:8]1[CH2:9][CH2:10][N:5]([C:3](=[O:4])[CH:2]([NH:1][S:48]([C:42]2[CH:43]=[CH:44][C:45]([O:46][CH3:47])=[C:40]([O:39][CH3:38])[CH:41]=2)(=[O:50])=[O:49])[CH2:24][C:25]2[CH:26]=[N:27][CH:28]=[CH:29][CH:30]=2)[CH2:6][CH2:7]1)([C:18]1[CH:19]=[CH:20][CH:21]=[CH:22][CH:23]=1)[C:12]1[CH:17]=[CH:16][CH:15]=[CH:14][CH:13]=1, predict the reactants needed to synthesize it. The reactants are: [NH2:1][CH:2]([CH2:24][C:25]1[CH:26]=[N:27][CH:28]=[CH:29][CH:30]=1)[C:3]([N:5]1[CH2:10][CH2:9][N:8]([CH:11]([C:18]2[CH:23]=[CH:22][CH:21]=[CH:20][CH:19]=2)[C:12]2[CH:17]=[CH:16][CH:15]=[CH:14][CH:13]=2)[CH2:7][CH2:6]1)=[O:4].C(N(CC)CC)C.[CH3:38][O:39][C:40]1[CH:41]=[C:42]([S:48](Cl)(=[O:50])=[O:49])[CH:43]=[CH:44][C:45]=1[O:46][CH3:47].